From a dataset of Full USPTO retrosynthesis dataset with 1.9M reactions from patents (1976-2016). Predict the reactants needed to synthesize the given product. (1) The reactants are: Br[C:2]([CH2:4][Br:5])=[CH2:3].[CH2:6]([Mg]Br)[CH2:7][CH2:8][CH2:9]C.Cl.[CH2:14](OCC)C. Given the product [Br:5][C:4]([CH2:2][CH2:3][CH2:6][CH2:7][CH2:8][CH3:9])=[CH2:14], predict the reactants needed to synthesize it. (2) Given the product [CH:29]([O:28][C:26]([N:17]1[CH:13]2[CH:14]([C:10]([C:9]#[C:8][C:4]3[CH:5]=[CH:6][CH:7]=[C:2]([Cl:1])[CH:3]=3)=[N:11][O:12]2)[CH2:15][CH2:16]1)=[O:27])([CH3:31])[CH3:30], predict the reactants needed to synthesize it. The reactants are: [Cl:1][C:2]1[CH:3]=[C:4]([C:8]#[C:9][C:10]2[NH:11][O:12][CH:13]3[NH:17][CH2:16][CH2:15][C:14]=23)[CH:5]=[CH:6][CH:7]=1.C(N(CC)CC)C.Cl[C:26]([O:28][CH:29]([CH3:31])[CH3:30])=[O:27].C1(C)C=CC=CC=1. (3) Given the product [CH2:30]([NH:27][C:12]1[C:13]2[CH:18]=[N:17][C:16]([C:19]([F:20])([F:22])[F:21])=[N:15][C:14]=2[N:9]([O:8][CH2:1][C:2]2[CH:7]=[CH:6][CH:5]=[CH:4][CH:3]=2)[C:10](=[O:24])[CH:11]=1)[C:31]1[CH:6]=[CH:7][CH:2]=[CH:3][CH:4]=1, predict the reactants needed to synthesize it. The reactants are: [CH2:1]([O:8][N:9]1[C:14]2[N:15]=[C:16]([C:19]([F:22])([F:21])[F:20])[N:17]=[CH:18][C:13]=2[C:12](O)=[CH:11][C:10]1=[O:24])[C:2]1[CH:7]=[CH:6][CH:5]=[CH:4][CH:3]=1.C([N:27]([CH2:30][CH3:31])CC)C. (4) Given the product [Br-:1].[C:31]1([C:24]2([C:22]([O:21][C@@H:15]3[CH:16]4[CH2:19][CH2:20][N+:13]([CH2:2][CH2:3][NH:4][C:5]([C:7]5[CH:12]=[CH:11][CH:10]=[CH:9][N:8]=5)=[O:6])([CH2:18][CH2:17]4)[CH2:14]3)=[O:23])[CH2:30][CH2:29][CH2:28][CH2:27][CH2:26][CH2:25]2)[CH:32]=[CH:33][CH:34]=[CH:35][CH:36]=1, predict the reactants needed to synthesize it. The reactants are: [Br:1][CH2:2][CH2:3][NH:4][C:5]([C:7]1[CH:12]=[CH:11][CH:10]=[CH:9][N:8]=1)=[O:6].[N:13]12[CH2:20][CH2:19][CH:16]([CH2:17][CH2:18]1)[C@@H:15]([O:21][C:22]([C:24]1([C:31]3[CH:36]=[CH:35][CH:34]=[CH:33][CH:32]=3)[CH2:30][CH2:29][CH2:28][CH2:27][CH2:26][CH2:25]1)=[O:23])[CH2:14]2. (5) Given the product [O:16]1[CH2:17][CH2:18][N:13]([C:12]2[C:7]([NH2:4])=[N:8][CH:9]=[C:10]([N:19]3[CH2:20][CH2:21][O:22][CH2:23][CH2:24]3)[CH:11]=2)[CH2:14][CH2:15]1, predict the reactants needed to synthesize it. The reactants are: [Sn](Cl)Cl.[N+:4]([C:7]1[C:12]([N:13]2[CH2:18][CH2:17][O:16][CH2:15][CH2:14]2)=[CH:11][C:10]([N:19]2[CH2:24][CH2:23][O:22][CH2:21][CH2:20]2)=[CH:9][N:8]=1)([O-])=O. (6) Given the product [C:1]([O:4][C:5]1[C:10]([CH:11]([CH3:13])[CH3:12])=[CH:9][C:8]([OH:14])=[C:7]([C:6]=1[C:15]([CH3:16])([CH3:17])[CH3:18])[CH:30]=[O:32])(=[O:3])[CH3:2], predict the reactants needed to synthesize it. The reactants are: [C:1]([O:4][C:5]1[C:10]([CH:11]([CH3:13])[CH3:12])=[CH:9][C:8]([OH:14])=[CH:7][C:6]=1[C:15]([CH3:18])([CH3:17])[CH3:16])(=[O:3])[CH3:2].C1N2CN3CN(C2)CN1C3.Cl.[C:30](OC1C(C(C)(C)C)=CC(O)=C(C=1C(C)C)C=O)(=[O:32])C. (7) Given the product [N:12]([C:13]1[CH:14]=[N:15][CH:16]=[CH:17][C:18]=1[N:19]1[CH2:24][CH2:23][N:22]([C:25]([O:27][C:28]([CH3:31])([CH3:30])[CH3:29])=[O:26])[CH2:21][CH2:20]1)=[C:8]=[S:9], predict the reactants needed to synthesize it. The reactants are: CCN(CC)CC.[C:8](Cl)(Cl)=[S:9].[NH2:12][C:13]1[CH:14]=[N:15][CH:16]=[CH:17][C:18]=1[N:19]1[CH2:24][CH2:23][N:22]([C:25]([O:27][C:28]([CH3:31])([CH3:30])[CH3:29])=[O:26])[CH2:21][CH2:20]1. (8) Given the product [I:15][C:4]1[N:3]=[C:2]([CH3:1])[C:7]([OH:8])=[CH:6][CH:5]=1, predict the reactants needed to synthesize it. The reactants are: [CH3:1][C:2]1[C:7]([OH:8])=[CH:6][CH:5]=[CH:4][N:3]=1.C([O-])([O-])=O.[K+].[K+].[I:15]I.S([O-])([O-])(=O)=S.[Na+].[Na+].